From a dataset of Full USPTO retrosynthesis dataset with 1.9M reactions from patents (1976-2016). Predict the reactants needed to synthesize the given product. (1) Given the product [Br:1][C:2]1[CH:3]=[C:4]([C:5]2[NH:13][CH2:12][CH2:11][N:6]=2)[CH:7]=[CH:8][CH:9]=1, predict the reactants needed to synthesize it. The reactants are: [Br:1][C:2]1[CH:3]=[C:4]([CH:7]=[CH:8][CH:9]=1)[C:5]#[N:6].[S].[CH2:11](N)[CH2:12][NH2:13]. (2) The reactants are: Cl.CN.[CH3:4][C:5]1[CH:6]=[C:7]([O:23][C:24]2[CH:25]=[N:26][C:27]([S:30]([CH3:33])(=[O:32])=[O:31])=[CH:28][CH:29]=2)[CH:8]=[C:9]2[C:13]=1[NH:12][C:11]([C:14]1[S:15][CH:16]([CH2:19][C:20]([OH:22])=O)[CH2:17][N:18]=1)=[CH:10]2.O[N:35]1[C:39]2C=CC=CC=2N=N1.Cl.C(N=C=NCCCN(C)C)C. Given the product [CH3:4][C:5]1[CH:6]=[C:7]([O:23][C:24]2[CH:25]=[N:26][C:27]([S:30]([CH3:33])(=[O:31])=[O:32])=[CH:28][CH:29]=2)[CH:8]=[C:9]2[C:13]=1[NH:12][C:11]([C:14]1[S:15][CH:16]([CH2:19][C:20]([NH:35][CH3:39])=[O:22])[CH2:17][N:18]=1)=[CH:10]2, predict the reactants needed to synthesize it. (3) Given the product [F:1][C:2]1[C:3]([O:21][CH3:22])=[C:4]([C@H:9]([CH2:19][CH3:20])[CH2:10][C@:11]([OH:18])([C:14]([F:17])([F:16])[F:15])[CH:12]=[N:23][C:24]2[CH:33]=[CH:32][CH:31]=[C:30]3[C:25]=2[CH:26]=[N:27][NH:28][C:29]3=[O:34])[CH:5]=[CH:6][C:7]=1[F:8], predict the reactants needed to synthesize it. The reactants are: [F:1][C:2]1[C:3]([O:21][CH3:22])=[C:4]([C@H:9]([CH2:19][CH3:20])[CH2:10][C@:11]([OH:18])([C:14]([F:17])([F:16])[F:15])[CH:12]=O)[CH:5]=[CH:6][C:7]=1[F:8].[NH2:23][C:24]1[CH:33]=[CH:32][CH:31]=[C:30]2[C:25]=1[CH:26]=[N:27][NH:28][C:29]2=[O:34]. (4) Given the product [CH3:26][C:24]([CH3:27])([CH3:25])[CH:23]([O:28][Si:29]([CH2:32][CH3:33])([CH2:30][CH3:31])[CH2:34][CH3:35])[CH2:22][CH2:21][C:18]1[CH:19]=[CH:20][C:15]([C:10]([C:7]2[CH:8]=[CH:9][C:4]([CH2:1][CH2:2][OH:42])=[C:5]([CH3:37])[CH:6]=2)([CH2:11][CH3:12])[CH2:13][CH3:14])=[CH:16][C:17]=1[CH3:36], predict the reactants needed to synthesize it. The reactants are: [CH2:1]([C:4]1[CH:9]=[CH:8][C:7]([C:10]([C:15]2[CH:20]=[CH:19][C:18]([CH2:21][CH2:22][CH:23]([O:28][Si:29]([CH2:34][CH3:35])([CH2:32][CH3:33])[CH2:30][CH3:31])[C:24]([CH3:27])([CH3:26])[CH3:25])=[C:17]([CH3:36])[CH:16]=2)([CH2:13][CH3:14])[CH2:11][CH3:12])=[CH:6][C:5]=1[CH3:37])[CH:2]=C.C[N+]1([O-])CC[O:42]CC1.[BH4-].[Na+].[NH4+].[Cl-]. (5) Given the product [NH:19]1[C:20]2[C:16](=[CH:15][CH:14]=[C:13]([NH:12][C:6]3[C:5]4[C:10](=[CH:11][C:2]([O:1][CH2:25][C:26]5[CH:27]=[N:28][CH:29]=[CH:30][CH:31]=5)=[C:3]([O:22][CH3:23])[CH:4]=4)[N:9]=[CH:8][N:7]=3)[CH:21]=2)[CH:17]=[CH:18]1, predict the reactants needed to synthesize it. The reactants are: [OH:1][C:2]1[CH:11]=[C:10]2[C:5]([C:6]([NH:12][C:13]3[CH:21]=[C:20]4[C:16]([CH:17]=[CH:18][NH:19]4)=[CH:15][CH:14]=3)=[N:7][CH:8]=[N:9]2)=[CH:4][C:3]=1[O:22][CH3:23].O[CH2:25][C:26]1[CH:27]=[N:28][CH:29]=[CH:30][CH:31]=1.